From a dataset of Catalyst prediction with 721,799 reactions and 888 catalyst types from USPTO. Predict which catalyst facilitates the given reaction. (1) Reactant: N[C:2]1[CH:3]=[C:4]([CH:8]=[C:9]([S:11]([F:16])([F:15])([F:14])([F:13])[F:12])[CH:10]=1)[C:5]([OH:7])=[O:6].N([O-])=[O:18].[Na+].N([O-])=O. Product: [OH:18][C:2]1[CH:3]=[C:4]([CH:8]=[C:9]([S:11]([F:16])([F:15])([F:14])([F:13])[F:12])[CH:10]=1)[C:5]([OH:7])=[O:6]. The catalyst class is: 445. (2) Product: [F:1][C:2]1[CH:3]=[CH:4][C:5]([C:8]2[C:17]3[CH2:16][CH2:15][CH:14]([OH:18])[CH2:13][C:12]=3[N:11]=[C:10]([CH:19]([CH3:21])[CH3:20])[N:9]=2)=[CH:6][CH:7]=1. The catalyst class is: 14. Reactant: [F:1][C:2]1[CH:7]=[CH:6][C:5]([C:8]2[C:17]3[CH2:16][CH2:15][C:14](=[O:18])[CH2:13][C:12]=3[N:11]=[C:10]([CH:19]([CH3:21])[CH3:20])[N:9]=2)=[CH:4][CH:3]=1.[BH4-].[Na+].[OH-].[Na+].O. (3) Reactant: C(NC(C)C)(C)C.C([Li])CCC.C[Si](C)(C)[N:15]1[CH2:19][CH2:18][CH2:17][C:16]1=[O:20].[Cl:23][C:24]1[CH:31]=[CH:30][C:27]([CH2:28]Cl)=[CH:26][CH:25]=1. Product: [Cl:23][C:24]1[CH:31]=[CH:30][C:27]([CH2:28][CH:17]2[CH2:18][CH2:19][NH:15][C:16]2=[O:20])=[CH:26][CH:25]=1. The catalyst class is: 20. (4) Reactant: [F:1][C:2]([O:6][C:7]([F:10])([F:9])[F:8])=[C:3]([F:5])[F:4].[Cl:11][C:12]1[C:13]([N:18]2[C:22]([C:23]([O:25][CH2:26]C)=[O:24])=[CH:21][C:20]([OH:28])=[N:19]2)=[N:14][CH:15]=[CH:16][CH:17]=1.[OH-].[K+].CO. Product: [Cl:11][C:12]1[C:13]([N:18]2[C:22]([C:23]([O:25][CH3:26])=[O:24])=[CH:21][C:20]([O:28][C:3]([F:5])([F:4])[CH:2]([F:1])[O:6][C:7]([F:10])([F:9])[F:8])=[N:19]2)=[N:14][CH:15]=[CH:16][CH:17]=1. The catalyst class is: 374.